Dataset: Catalyst prediction with 721,799 reactions and 888 catalyst types from USPTO. Task: Predict which catalyst facilitates the given reaction. (1) Reactant: [CH3:1][O:2][C:3]([C:5]1[N:6]=[C:7]([CH2:16][CH:17]2[CH2:21][CH2:20][CH2:19][CH2:18]2)[C:8]2[C:13]([CH:14]=1)=[CH:12][CH:11]=[C:10]([OH:15])[CH:9]=2)=[O:4].[S:22](O[S:22]([C:25]([F:28])([F:27])[F:26])(=[O:24])=[O:23])([C:25]([F:28])([F:27])[F:26])(=[O:24])=[O:23].C(N(CC)CC)C. Product: [CH3:1][O:2][C:3]([C:5]1[N:6]=[C:7]([CH2:16][CH:17]2[CH2:21][CH2:20][CH2:19][CH2:18]2)[C:8]2[C:13]([CH:14]=1)=[CH:12][CH:11]=[C:10]([O:15][S:22]([C:25]([F:28])([F:27])[F:26])(=[O:24])=[O:23])[CH:9]=2)=[O:4]. The catalyst class is: 2. (2) Reactant: [NH2:1][C@@H:2]([CH2:7][CH2:8][S:9][CH3:10])[C:3]([O:5][CH3:6])=[O:4].[C:11]([NH:18][CH2:19][C:20](O)=[O:21])([O:13][C:14]([CH3:17])([CH3:16])[CH3:15])=[O:12].C(N=C=NC(C)C)(C)C.C(N(C(C)C)CC)(C)C. Product: [CH3:15][C:14]([CH3:17])([CH3:16])[O:13][C:11](=[O:12])[NH:18][CH2:19][C:20](=[O:21])[NH:1][C@H:2]([C:3]([O:5][CH3:6])=[O:4])[CH2:7][CH2:8][S:9][CH3:10]. The catalyst class is: 4.